From a dataset of Catalyst prediction with 721,799 reactions and 888 catalyst types from USPTO. Predict which catalyst facilitates the given reaction. (1) Reactant: C([O:3][C:4](=[O:25])[C:5]([CH2:14][C:15]1[C:23]2[C:18](=[C:19]([F:24])[CH:20]=[CH:21][CH:22]=2)[NH:17][CH:16]=1)([NH:11]C=O)C(OCC)=O)C.[OH-].[Na+].C(O)(=O)C. Product: [F:24][C:19]1[CH:20]=[CH:21][CH:22]=[C:23]2[C:18]=1[NH:17][CH:16]=[C:15]2[CH2:14][C@@H:5]([C:4]([OH:25])=[O:3])[NH2:11]. The catalyst class is: 1. (2) Reactant: CCN(C(C)C)C(C)C.[F:10][C:11]1[CH:16]=[CH:15][C:14]([C:17]2[O:18][CH:19]=[C:20]([C:22]([CH3:26])([CH3:25])[CH2:23][NH2:24])[N:21]=2)=[CH:13][CH:12]=1.[C:27]([CH2:29][CH2:30][CH2:31][S:32](Cl)(=[O:34])=[O:33])#[N:28]. Product: [C:27]([CH2:29][CH2:30][CH2:31][S:32]([NH:24][CH2:23][C:22]([C:20]1[N:21]=[C:17]([C:14]2[CH:13]=[CH:12][C:11]([F:10])=[CH:16][CH:15]=2)[O:18][CH:19]=1)([CH3:26])[CH3:25])(=[O:34])=[O:33])#[N:28]. The catalyst class is: 2. (3) Reactant: [CH:1]([C:4]1[O:8][C:7]([C:9]2[CH:14]=[CH:13][CH:12]=[CH:11][C:10]=2[O:15]C)=[N:6][C:5]=1[CH2:17][CH2:18][C:19]([C:21]1[CH:26]=[CH:25][C:24]([CH2:27][CH2:28][C:29]([O:31][CH3:32])=[O:30])=[C:23]([CH3:33])[CH:22]=1)=[O:20])([CH3:3])[CH3:2].ClB(Cl)Cl. Product: [CH:1]([C:4]1[O:8][C:7]([C:9]2[CH:14]=[CH:13][CH:12]=[CH:11][C:10]=2[OH:15])=[N:6][C:5]=1[CH2:17][CH2:18][C:19]([C:21]1[CH:26]=[CH:25][C:24]([CH2:27][CH2:28][C:29]([O:31][CH3:32])=[O:30])=[C:23]([CH3:33])[CH:22]=1)=[O:20])([CH3:3])[CH3:2]. The catalyst class is: 2. (4) Reactant: [CH2:1]([C@H:8]([NH:26]C(=O)OC(C)(C)C)[C@H:9]([OH:25])[CH2:10][NH:11][C:12]1([C:15]2[CH:20]=[CH:19][CH:18]=[C:17]([C:21]([F:24])([F:23])[F:22])[CH:16]=2)[CH2:14][CH2:13]1)[C:2]1[CH:7]=[CH:6][CH:5]=[CH:4][CH:3]=1.[ClH:34]. Product: [ClH:34].[NH2:26][C@@H:8]([CH2:1][C:2]1[CH:7]=[CH:6][CH:5]=[CH:4][CH:3]=1)[C@H:9]([OH:25])[CH2:10][NH:11][C:12]1([C:15]2[CH:20]=[CH:19][CH:18]=[C:17]([C:21]([F:22])([F:23])[F:24])[CH:16]=2)[CH2:14][CH2:13]1. The catalyst class is: 269. (5) Reactant: Br[C:2]1[CH:7]=[CH:6][C:5]([Br:8])=[CH:4][N:3]=1.[NH:9]1[CH2:13][CH2:12][CH2:11][CH2:10]1. Product: [Br:8][C:5]1[CH:6]=[CH:7][C:2]([N:9]2[CH2:13][CH2:12][CH2:11][CH2:10]2)=[N:3][CH:4]=1. The catalyst class is: 51. (6) Reactant: Cl[C:2]1[N:7]=[C:6]([N:8]2[CH2:13][CH2:12][CH:11]([NH:14][CH2:15][CH:16]([OH:27])[C:17]3[N:21]([CH3:22])[C:20]4[CH:23]=[CH:24][CH:25]=[CH:26][C:19]=4[N:18]=3)[CH2:10][CH2:9]2)[CH:5]=[C:4]([C:28]([F:31])([F:30])[F:29])[C:3]=1[C:32]#[N:33].CN(C=O)C.[SH:39][CH2:40][C:41]([NH2:43])=[O:42].C[O-].[Na+]. Product: [NH2:33][C:32]1[C:3]2[C:2](=[N:7][C:6]([N:8]3[CH2:13][CH2:12][CH:11]([NH:14][CH2:15][CH:16]([OH:27])[C:17]4[N:21]([CH3:22])[C:20]5[CH:23]=[CH:24][CH:25]=[CH:26][C:19]=5[N:18]=4)[CH2:10][CH2:9]3)=[CH:5][C:4]=2[C:28]([F:31])([F:30])[F:29])[S:39][C:40]=1[C:41]([NH2:43])=[O:42]. The catalyst class is: 5.